Dataset: KCNQ2 potassium channel screen with 302,405 compounds. Task: Binary Classification. Given a drug SMILES string, predict its activity (active/inactive) in a high-throughput screening assay against a specified biological target. (1) The compound is O=C(N1CCCC1)CNC(=O)c1nn(c(=O)c2c1cccc2)c1c(OC)cc(OC)cc1. The result is 0 (inactive). (2) The drug is Clc1cc(CC2(CCCN(C2)C(=O)c2n(nc(c2)CCC)C)C(OCC)=O)ccc1. The result is 0 (inactive). (3) The drug is s\1c=2n(CCCN2)c(=O)c1=C\c1oc(cc1)C. The result is 0 (inactive). (4) The compound is BrC=1C(=O)/C(=C\Nc2c(ccc(c2)C(O)=O)C)C=C(Br)C1. The result is 1 (active). (5) The compound is O1C(OCC)C(C(c2c(=O)c3c(oc2)cccc3)C=C1C(OCC=C)=O)CCCO. The result is 0 (inactive). (6) The molecule is s1c2c(nc1NC(=O)COC(=O)CSc1nc(cc(n1)C)C)ccc(c2)C. The result is 0 (inactive). (7) The drug is O=C(C1CC1)c1c2c(n(CC(=O)N3CCC(CC3)C)c1)cccc2. The result is 0 (inactive). (8) The drug is Clc1ccc(c2nc(OCC(OCC)=O)c(c(c2)c2occc2)C#N)cc1. The result is 0 (inactive). (9) The molecule is Clc1c2c(nccc2)c(O)c([N+]([O-])=O)c1. The result is 1 (active). (10) The drug is O(C(=O)c1ccc(n2nc(nc2)C)nc1)c1ccccc1. The result is 0 (inactive).